Dataset: Reaction yield outcomes from USPTO patents with 853,638 reactions. Task: Predict the reaction yield, written as a fraction of the theoretical maximum amount of product (1.0 means a 100% yield; for example, 0.34 means a 34% yield). (1) The reactants are [CH3:1][C:2]1[C:7]2[N:8]=[C:9](N)[S:10][C:6]=2[CH:5]=[CH:4][CH:3]=1.C([CH2:14][O:15][C:16]1[C:17]([F:26])=[C:18]([C:23]([NH2:25])=[O:24])[C:19]([F:22])=[CH:20][CH:21]=1)#N. No catalyst specified. The product is [F:26][C:17]1[C:16]([O:15][CH2:14][C:9]2[S:10][C:6]3[CH:5]=[CH:4][CH:3]=[C:2]([CH3:1])[C:7]=3[N:8]=2)=[CH:21][CH:20]=[C:19]([F:22])[C:18]=1[C:23]([NH2:25])=[O:24]. The yield is 0.360. (2) No catalyst specified. The product is [O:1]1[CH:5]=[CH:4][C:3]([NH:11][C:14](=[O:23])[O:37][C:33]([CH3:36])([CH3:35])[CH3:34])=[CH:2]1. The yield is 0.760. The reactants are [O:1]1[CH:5]=[CH:4][C:3](C(O)=O)=[CH:2]1.C([N:11]([CH2:14]C)CC)C.C1(P(N=[N+]=[N-])(C2C=CC=CC=2)=[O:23])C=CC=CC=1.[C:33]([OH:37])([CH3:36])([CH3:35])[CH3:34].